From a dataset of Reaction yield outcomes from USPTO patents with 853,638 reactions. Predict the reaction yield, written as a fraction of the theoretical maximum amount of product (1.0 means a 100% yield; for example, 0.34 means a 34% yield). (1) The reactants are [CH:1]([CH:14]1[CH2:19][CH2:18][CH:17]=[CH:16][O:15]1)([C:8]1[CH:13]=[CH:12][CH:11]=[CH:10][CH:9]=1)[C:2]1[CH:7]=[CH:6][CH:5]=[CH:4][CH:3]=1.[OH-:20].[Na+].OO. The catalyst is C1COCC1.C([O-])(O)=O.[Na+]. The product is [CH:1]([C@@H:14]1[O:15][CH2:16][C@@H:17]([OH:20])[CH2:18][CH2:19]1)([C:8]1[CH:9]=[CH:10][CH:11]=[CH:12][CH:13]=1)[C:2]1[CH:7]=[CH:6][CH:5]=[CH:4][CH:3]=1. The yield is 0.935. (2) The reactants are [OH-].[Na+].C([NH:11][C:12]([NH:14][C:15]1[CH:20]=[C:19]([N:21]2[CH:25]=[CH:24][CH:23]=[N:22]2)[CH:18]=[C:17]([Br:26])[CH:16]=1)=[S:13])(=O)C1C=CC=CC=1. The catalyst is O.C1COCC1. The product is [Br:26][C:17]1[CH:16]=[C:15]([NH:14][C:12]([NH2:11])=[S:13])[CH:20]=[C:19]([N:21]2[CH:25]=[CH:24][CH:23]=[N:22]2)[CH:18]=1. The yield is 0.850. (3) The reactants are [CH2:1]1[O:5][C@@H:4]2[C@@H:6]([OH:9])[CH2:7][O:8][C@@H:3]2[C@@H:2]1[OH:10].[C:11]1(=[O:17])[O:16][C:14](=[O:15])[CH2:13][CH2:12]1. The catalyst is CN(C1C=CN=CC=1)C.C1COCC1.CCOC(C)=O. The product is [OH:9][C@@H:6]1[CH2:7][O:8][C@@H:3]2[C@H:4]1[O:5][CH2:1][C@@H:2]2[O:10][C:11]([CH2:12][CH2:13][C:14]([OH:16])=[O:15])=[O:17]. The yield is 0.820. (4) The reactants are [CH3:1][C:2]1[CH:6]=[CH:5][O:4][C:3]=1[C:7]([OH:9])=O.S(Cl)(Cl)=O.[NH2:14][C:15]1[CH:16]=[C:17]([CH:30]=[CH:31][CH:32]=1)[C:18]([C:20]1[CH:28]=[C:27]2[C:23]([CH2:24][C:25](=[O:29])[NH:26]2)=[CH:22][CH:21]=1)=[O:19]. The catalyst is C1COCC1. The product is [O:29]=[C:25]1[CH2:24][C:23]2[C:27](=[CH:28][C:20]([C:18]([C:17]3[CH:16]=[C:15]([NH:14][C:7]([C:3]4[O:4][CH:5]=[CH:6][C:2]=4[CH3:1])=[O:9])[CH:32]=[CH:31][CH:30]=3)=[O:19])=[CH:21][CH:22]=2)[NH:26]1. The yield is 0.870. (5) The reactants are CC1[N:3]([C:8]2[CH:13]=[C:12]([C:14]3[N:19]=[C:18]([C:20]4[CH:25]=[C:24]([C:26]5[CH:31]=[CH:30][C:29]([C:32]([F:35])([F:34])[F:33])=[CH:28][CH:27]=5)[CH:23]=[C:22]([CH3:36])[N:21]=4)[CH:17]=[CH:16][CH:15]=3)[CH:11]=[CH:10][N:9]=2)C(C)=CC=1.Cl.NO. No catalyst specified. The product is [CH3:36][C:22]1[N:21]=[C:20]([C:18]2[CH:17]=[CH:16][CH:15]=[C:14]([C:12]3[CH:11]=[CH:10][N:9]=[C:8]([NH2:3])[CH:13]=3)[N:19]=2)[CH:25]=[C:24]([C:26]2[CH:31]=[CH:30][C:29]([C:32]([F:35])([F:33])[F:34])=[CH:28][CH:27]=2)[CH:23]=1. The yield is 0.270. (6) The reactants are [NH2:1][CH:2]([CH2:12][C:13]1[CH:18]=[CH:17][CH:16]=[C:15]([C:19]([F:22])([F:21])[F:20])[CH:14]=1)[CH:3]([C:5]1[CH:10]=[CH:9][C:8]([F:11])=[CH:7][CH:6]=1)[OH:4].[CH:23]1([C:29](Cl)=[O:30])[CH2:28][CH2:27][CH2:26][CH2:25][CH2:24]1.C(=O)([O-])O.[Na+]. The catalyst is C(OCC)(=O)C.O. The product is [F:11][C:8]1[CH:7]=[CH:6][C:5]([CH:3]([OH:4])[CH:2]([NH:1][C:29]([CH:23]2[CH2:28][CH2:27][CH2:26][CH2:25][CH2:24]2)=[O:30])[CH2:12][C:13]2[CH:18]=[CH:17][CH:16]=[C:15]([C:19]([F:22])([F:20])[F:21])[CH:14]=2)=[CH:10][CH:9]=1. The yield is 0.870.